This data is from Drug-target binding data from BindingDB using Ki measurements. The task is: Regression. Given a target protein amino acid sequence and a drug SMILES string, predict the binding affinity score between them. We predict pKi (pKi = -log10(Ki in M); higher means stronger inhibition). Dataset: bindingdb_ki. The small molecule is S=C([S-])NN1CCOCC1. The target protein sequence is MRRCRNTPFAIVIAPILICASLVLAQDFGYEGRHGPEHWSEDYARCSGKHQSPINIDQVSAVEKKFPKLEFFNFKVVPDNLQMTNNGHTVLVKMSYNEDEIPSVRGGPLAEKTPLGYQFEQFHFHWGENDTIGSEDLINNRAYPAELHVVLRNLEYPDFASALDKDHGIAVMAFFFQVGDKSTGGYEGFTNLLSQIDRKGKSVNMTNPLPLGEYISKSVESYFSYTGSLTTPPCSEEVTWIDFTTPIDITEKQLNAFRLLTANDDHLKNNFRPIQPLNDRTLYKNYIEIPIHNMGSIPLVDAENAAGKWRAQAAAVLLPLVVLAALSRTSIFRGF. The pKi is 7.7.